The task is: Predict which catalyst facilitates the given reaction.. This data is from Catalyst prediction with 721,799 reactions and 888 catalyst types from USPTO. (1) Reactant: Br[C:2]1[C:7](=[O:8])[N:6]([CH2:9][C:10]2[CH:15]=[CH:14][C:13]([C:16]3[C:17]([C:22]#[N:23])=[CH:18][CH:19]=[CH:20][CH:21]=3)=[CH:12][CH:11]=2)[C:5]([CH2:24][CH2:25][CH3:26])=[N:4][C:3]=1[CH3:27].[CH3:28][C:29]1([CH3:41])[CH2:33][C:32]2[CH:34]=[C:35](B(O)O)[CH:36]=[CH:37][C:31]=2[O:30]1.C(=O)([O-])[O-].[Cs+].[Cs+]. Product: [CH3:28][C:29]1([CH3:41])[CH2:33][C:32]2[CH:34]=[C:35]([C:2]3[C:7](=[O:8])[N:6]([CH2:9][C:10]4[CH:15]=[CH:14][C:13]([C:16]5[C:17]([C:22]#[N:23])=[CH:18][CH:19]=[CH:20][CH:21]=5)=[CH:12][CH:11]=4)[C:5]([CH2:24][CH2:25][CH3:26])=[N:4][C:3]=3[CH3:27])[CH:36]=[CH:37][C:31]=2[O:30]1. The catalyst class is: 439. (2) Reactant: I[C:2]1[CH:19]=[CH:18][CH:17]=[CH:16][C:3]=1[CH2:4][CH2:5][C:6]1[NH:10][N:9]=[C:8]([C:11]([O:13][CH2:14][CH3:15])=[O:12])[CH:7]=1.C(=O)([O-])[O-].[K+].[K+].CNCCNC. Product: [N:9]1[N:10]2[C:16]3[C:3]([CH2:4][CH2:5][C:6]2=[CH:7][C:8]=1[C:11]([O:13][CH2:14][CH3:15])=[O:12])=[CH:2][CH:19]=[CH:18][CH:17]=3. The catalyst class is: 432. (3) Reactant: F.[Si]([O:9][CH2:10][CH2:11][N:12]([C:35]#[N:36])[C:13]1[CH:18]=[CH:17][C:16]([N:19]2[CH2:23][C@H:22]([CH2:24][NH:25][C:26]([C:28]3[S:29][C:30]([Cl:33])=[CH:31][CH:32]=3)=[O:27])[O:21][C:20]2=[O:34])=[CH:15][CH:14]=1)(C(C)(C)C)(C)C. Product: [Cl:33][C:30]1[S:29][C:28]([C:26]([NH:25][CH2:24][C@@H:22]2[O:21][C:20](=[O:34])[N:19]([C:16]3[CH:17]=[CH:18][C:13]([N:12]4[CH2:11][CH2:10][O:9][C:35]4=[NH:36])=[CH:14][CH:15]=3)[CH2:23]2)=[O:27])=[CH:32][CH:31]=1. The catalyst class is: 1. (4) Reactant: C([O:8][C:9]1[CH:10]=[CH:11][C:12]2[O:16][C:15]([C:17](=[O:21])[CH:18]([CH3:20])[CH3:19])=[C:14]([CH3:22])[C:13]=2[CH:23]=1)C1C=CC=CC=1. Product: [OH:8][C:9]1[CH:10]=[CH:11][C:12]2[O:16][C:15]([C:17](=[O:21])[CH:18]([CH3:19])[CH3:20])=[C:14]([CH3:22])[C:13]=2[CH:23]=1. The catalyst class is: 8. (5) Reactant: [CH3:1][C:2]1[CH:7]=[CH:6][C:5]([S:8]([C:11]2[CH:16]=[CH:15][CH:14]=[CH:13][CH:12]=2)(=[O:10])=[O:9])=[CH:4][C:3]=1[S:17]([NH:20][CH2:21][CH2:22][C:23]1[CH:28]=[CH:27][CH:26]=[CH:25][CH:24]=1)(=[O:19])=[O:18].C([Li])CCC.[CH3:34][C:35]([CH3:37])=[O:36]. Product: [OH:36][C:35]([CH3:37])([CH3:34])[CH2:1][C:2]1[CH:7]=[CH:6][C:5]([S:8]([C:11]2[CH:12]=[CH:13][CH:14]=[CH:15][CH:16]=2)(=[O:9])=[O:10])=[CH:4][C:3]=1[S:17]([NH:20][CH2:21][CH2:22][C:23]1[CH:28]=[CH:27][CH:26]=[CH:25][CH:24]=1)(=[O:19])=[O:18]. The catalyst class is: 7. (6) The catalyst class is: 1. Reactant: [CH3:1][O:2][C:3]1[CH:12]=[CH:11][C:6]([C:7]([NH:9][CH3:10])=[O:8])=[CH:5][CH:4]=1.[Li]CCCC.[F:18][C:19]1[CH:20]=[C:21]([CH:24]=[CH:25][CH:26]=1)[CH:22]=[O:23]. Product: [F:18][C:19]1[CH:20]=[C:21]([CH:22]([OH:23])[C:11]2[CH:12]=[C:3]([O:2][CH3:1])[CH:4]=[CH:5][C:6]=2[C:7]([NH:9][CH3:10])=[O:8])[CH:24]=[CH:25][CH:26]=1. (7) Reactant: [C:1]([O:5][C:6]([N:8]1[C@H:13]([CH2:14][CH3:15])[CH2:12][C:11](=O)[CH2:10][C@@H:9]1[CH2:17][CH3:18])=[O:7])([CH3:4])([CH3:3])[CH3:2].[F:19][C:20]([F:34])([F:33])[C:21]1[CH:22]=[C:23]([CH:26]=[C:27]([C:29]([F:32])([F:31])[F:30])[CH:28]=1)[CH2:24][NH2:25].C(O)(=O)C.[BH-](OC(C)=O)(OC(C)=O)OC(C)=O.[Na+].[OH-].[Na+]. Product: [C:1]([O:5][C:6]([N:8]1[CH:13]([CH2:14][CH3:15])[CH2:12][CH:11]([NH:25][CH2:24][C:23]2[CH:26]=[C:27]([C:29]([F:30])([F:31])[F:32])[CH:28]=[C:21]([C:20]([F:19])([F:33])[F:34])[CH:22]=2)[CH2:10][CH:9]1[CH2:17][CH3:18])=[O:7])([CH3:4])([CH3:3])[CH3:2]. The catalyst class is: 26. (8) Reactant: [CH:1]([OH:4])([CH3:3])[CH3:2].[H-].[Na+].F[C:8]1[C:13]([I:14])=[CH:12][CH:11]=[CH:10][N:9]=1.[NH4+].[Cl-]. Product: [I:14][C:13]1[C:8]([O:4][CH:1]([CH3:3])[CH3:2])=[N:9][CH:10]=[CH:11][CH:12]=1. The catalyst class is: 3.